This data is from Catalyst prediction with 721,799 reactions and 888 catalyst types from USPTO. The task is: Predict which catalyst facilitates the given reaction. (1) Reactant: Cl[CH2:2][CH2:3][CH2:4][O:5][C:6]1[CH:15]=[C:14]2[C:9]([C:10]([NH:18][C:19]3[CH:24]=[C:23]([O:25][CH3:26])[C:22]([Cl:27])=[CH:21][C:20]=3[Cl:28])=[C:11]([C:16]#[N:17])[CH:12]=[N:13]2)=[CH:8][C:7]=1[O:29][CH3:30].[I-].[Na+].[CH2:33]([N:35]1[CH2:40][CH2:39][NH:38][CH2:37][CH2:36]1)[CH3:34]. Product: [Cl:28][C:20]1[CH:21]=[C:22]([Cl:27])[C:23]([O:25][CH3:26])=[CH:24][C:19]=1[NH:18][C:10]1[C:9]2[C:14](=[CH:15][C:6]([O:5][CH2:4][CH2:3][CH2:2][N:38]3[CH2:39][CH2:40][N:35]([CH2:33][CH3:34])[CH2:36][CH2:37]3)=[C:7]([O:29][CH3:30])[CH:8]=2)[N:13]=[CH:12][C:11]=1[C:16]#[N:17]. The catalyst class is: 57. (2) Reactant: [Br:1][C:2]1[CH:8]=[CH:7][CH:6]=[CH:5][C:3]=1[NH2:4].S(=O)(=O)(O)O.[CH:14]([C:16]([CH3:18])=O)=[CH2:15].[OH-].[Na+]. Product: [CH3:18][C:16]1[C:5]2[C:3](=[C:2]([Br:1])[CH:8]=[CH:7][CH:6]=2)[N:4]=[CH:15][CH:14]=1. The catalyst class is: 86. (3) Reactant: [Cl:1][C:2]1[N:7]=[CH:6][C:5]([C:8]2[O:12][C:11]([C:13]([O:15]C)=O)=[N:10][N:9]=2)=[C:4]([NH:17][CH:18]([CH3:20])[CH3:19])[CH:3]=1.[NH:21]1[CH2:26][CH2:25][O:24][CH2:23][CH2:22]1. Product: [Cl:1][C:2]1[N:7]=[CH:6][C:5]([C:8]2[O:12][C:11]([C:13]([N:21]3[CH2:26][CH2:25][O:24][CH2:23][CH2:22]3)=[O:15])=[N:10][N:9]=2)=[C:4]([NH:17][CH:18]([CH3:20])[CH3:19])[CH:3]=1. The catalyst class is: 5. (4) Reactant: O.[OH-].[Li+].[C:4]1([CH2:10][O:11][C:12]2[CH:13]=[C:14]([CH:19]=[C:20]([O:22][C@H:23]3[CH2:27][CH2:26][O:25][CH2:24]3)[CH:21]=2)[C:15]([O:17]C)=[O:16])[CH:9]=[CH:8][CH:7]=[CH:6][CH:5]=1. Product: [C:4]1([CH2:10][O:11][C:12]2[CH:13]=[C:14]([CH:19]=[C:20]([O:22][C@H:23]3[CH2:27][CH2:26][O:25][CH2:24]3)[CH:21]=2)[C:15]([OH:17])=[O:16])[CH:5]=[CH:6][CH:7]=[CH:8][CH:9]=1. The catalyst class is: 90. (5) Reactant: [Cl:1][C:2]1[CH:7]=[CH:6][CH:5]=[CH:4][C:3]=1[N:8]1[C:17](=[O:18])[C:16]2[C:11](=[CH:12][CH:13]=[C:14]([F:19])[CH:15]=2)[N:10]=[C:9]1[CH:20]=O.[NH2:22][C:23]1[N:30]=[CH:29][CH:28]=[CH:27][C:24]=1[C:25]#[N:26].S([O-])([O-])(=O)=O.[Na+].[Na+].C(O[BH-](OC(=O)C)OC(=O)C)(=O)C.[Na+]. Product: [Cl:1][C:2]1[CH:7]=[CH:6][CH:5]=[CH:4][C:3]=1[N:8]1[C:17](=[O:18])[C:16]2[C:11](=[CH:12][CH:13]=[C:14]([F:19])[CH:15]=2)[N:10]=[C:9]1[CH2:20][NH:22][C:23]1[N:30]=[CH:29][CH:28]=[CH:27][C:24]=1[C:25]#[N:26]. The catalyst class is: 15. (6) Reactant: C1C=CC(N([S:8]([C:11]([F:14])([F:13])[F:12])(=[O:10])=[O:9])[S:8]([C:11]([F:14])([F:13])[F:12])(=[O:10])=[O:9])=CC=1.C(N(CC)CC)C.[CH3:29][C:30]1([C:39]2[CH:44]=[CH:43][C:42]([OH:45])=[CH:41][CH:40]=2)[CH2:35][O:34][CH2:33][C:32]2=[CH:36][N:37]=[CH:38][N:31]12. Product: [F:12][C:11]([F:14])([F:13])[S:8]([O:45][C:42]1[CH:43]=[CH:44][C:39]([C:30]2([CH3:29])[CH2:35][O:34][CH2:33][C:32]3=[CH:36][N:37]=[CH:38][N:31]23)=[CH:40][CH:41]=1)(=[O:10])=[O:9]. The catalyst class is: 4. (7) Reactant: Br[C:2]1[CH:22]=[CH:21][C:5]([C:6]([N:8]2[CH2:13][CH2:12][N:11]([C:14]([O:16][C:17]([CH3:20])([CH3:19])[CH3:18])=[O:15])[CH2:10][CH2:9]2)=[O:7])=[CH:4][CH:3]=1.[N+:23]([C:26]1[CH:27]=[C:28](B(O)O)[CH:29]=[CH:30][CH:31]=1)([O-:25])=[O:24].P([O-])([O-])([O-])=O.[K+].[K+].[K+]. Product: [N+:23]([C:26]1[CH:31]=[C:30]([C:21]2[C:5]([C:6]([N:8]3[CH2:13][CH2:12][N:11]([C:14]([O:16][C:17]([CH3:20])([CH3:19])[CH3:18])=[O:15])[CH2:10][CH2:9]3)=[O:7])=[CH:4][CH:3]=[CH:2][CH:22]=2)[CH:29]=[CH:28][CH:27]=1)([O-:25])=[O:24]. The catalyst class is: 203. (8) Reactant: [N:1]1[CH:6]=[CH:5][CH:4]=[CH:3][C:2]=1[CH2:7][CH2:8][OH:9].[Cl:10][C:11]1[CH:32]=[CH:31][CH:30]=[C:29]([Cl:33])[C:12]=1[C:13]([NH:15][C@H:16]([C:25]([O:27][CH3:28])=[O:26])[CH2:17][C:18]1[CH:23]=[CH:22][C:21](O)=[CH:20][CH:19]=1)=[O:14].C1(P(C2C=CC=CC=2)C2C=CC=CC=2)C=CC=CC=1. Product: [Cl:10][C:11]1[CH:32]=[CH:31][CH:30]=[C:29]([Cl:33])[C:12]=1[C:13]([NH:15][C@H:16]([C:25]([O:27][CH3:28])=[O:26])[CH2:17][C:18]1[CH:19]=[CH:20][C:21]([O:9][CH2:8][CH2:7][C:2]2[CH:3]=[CH:4][CH:5]=[CH:6][N:1]=2)=[CH:22][CH:23]=1)=[O:14]. The catalyst class is: 2.